This data is from Forward reaction prediction with 1.9M reactions from USPTO patents (1976-2016). The task is: Predict the product of the given reaction. (1) Given the reactants Br[C:2]1[CH:3]=[C:4]([CH:36]=[CH:37][C:38]=1[Cl:39])[C:5]([N:7]([CH:9]1[CH:13]([C:14]2[CH:19]=[CH:18][C:17]([Cl:20])=[C:16]([Cl:21])[CH:15]=2)[CH2:12][N:11]([C:22]([CH:24]2[CH2:29][CH2:28][N:27]([C:30]([C:32]3([CH3:35])[CH2:34][CH2:33]3)=[O:31])[CH2:26][CH2:25]2)=[O:23])[CH2:10]1)[CH3:8])=[O:6].[CH2:40]([Zn]CC)[CH3:41], predict the reaction product. The product is: [Cl:39][C:38]1[CH:37]=[CH:36][C:4]([C:5]([N:7]([CH:9]2[CH:13]([C:14]3[CH:19]=[CH:18][C:17]([Cl:20])=[C:16]([Cl:21])[CH:15]=3)[CH2:12][N:11]([C:22]([CH:24]3[CH2:29][CH2:28][N:27]([C:30]([C:32]4([CH3:35])[CH2:34][CH2:33]4)=[O:31])[CH2:26][CH2:25]3)=[O:23])[CH2:10]2)[CH3:8])=[O:6])=[CH:3][C:2]=1[CH2:40][CH3:41]. (2) Given the reactants [CH2:1]([N:3]1[C:17]2[C:12](=[CH:13][CH:14]=[CH:15][CH:16]=2)[C:5]2([CH2:10][CH2:9][N:8](C)[CH2:7][CH2:6]2)[C:4]1=[O:18])[CH3:2], predict the reaction product. The product is: [CH2:1]([N:3]1[C:17]2[C:12](=[CH:13][CH:14]=[CH:15][CH:16]=2)[C:5]2([CH2:6][CH2:7][NH:8][CH2:9][CH2:10]2)[C:4]1=[O:18])[CH3:2]. (3) Given the reactants Cl.[N:2]12[CH2:9][CH2:8][CH:5]([CH2:6][CH2:7]1)[C:4](=O)[CH2:3]2.[C:11]1([C:18]2[CH:23]=[CH:22][C:21]([NH2:24])=[CH:20][CH:19]=2)[CH:16]=[CH:15][C:14]([NH2:17])=[CH:13][CH:12]=1.[O-]S([O-])(=O)=O.[Na+].[Na+].[BH-](OC(C)=O)(OC(C)=O)OC(C)=O.[Na+].C([O-])(O)=O.[Na+], predict the reaction product. The product is: [N:2]12[CH2:9][CH2:8][CH:5]([CH2:6][CH2:7]1)[CH:4]([NH:17][C:14]1[CH:13]=[CH:12][C:11]([C:18]3[CH:23]=[CH:22][C:21]([NH2:24])=[CH:20][CH:19]=3)=[CH:16][CH:15]=1)[CH2:3]2. (4) Given the reactants Cl[C:2]1[CH:3]=[C:4]([C:8]2[CH:13]=[CH:12][C:11]([NH:14]C(NC3C=CC(OC4C=CN=C(NCCCCN(C)C)N=4)=CC=3C)=O)=[CH:10][C:9]=2[C:40]([F:43])([F:42])[F:41])[CH:5]=[CH:6][CH:7]=1.[Cl:44]C1C=CC(B(O)O)=CC=1, predict the reaction product. The product is: [Cl:44][C:7]1[CH:6]=[CH:5][C:4]([C:8]2[CH:13]=[CH:12][C:11]([NH2:14])=[CH:10][C:9]=2[C:40]([F:43])([F:42])[F:41])=[CH:3][CH:2]=1. (5) The product is: [C:1]1([C:27]2[CH:32]=[CH:31][CH:30]=[CH:29][CH:28]=2)[CH:6]=[CH:5][C:4]([C:7]([N:9]2[CH2:14][CH2:13][N:12]([C:15]3[C:16]4[CH:24]=[C:23]([CH2:25][CH3:26])[S:22][C:17]=4[N:18]=[C:19]([S:35][CH2:34][C:33]([O:37][CH3:38])=[O:36])[N:20]=3)[CH2:11][CH2:10]2)=[O:8])=[CH:3][CH:2]=1. Given the reactants [C:1]1([C:27]2[CH:32]=[CH:31][CH:30]=[CH:29][CH:28]=2)[CH:6]=[CH:5][C:4]([C:7]([N:9]2[CH2:14][CH2:13][N:12]([C:15]3[C:16]4[CH:24]=[C:23]([CH2:25][CH3:26])[S:22][C:17]=4[N:18]=[C:19](Cl)[N:20]=3)[CH2:11][CH2:10]2)=[O:8])=[CH:3][CH:2]=1.[C:33]([O:37][CH3:38])(=[O:36])[CH2:34][SH:35], predict the reaction product. (6) Given the reactants [NH2:1][C:2]1[CH:7]=[CH:6][C:5]([OH:8])=[CH:4][C:3]=1[F:9].[CH3:10][N:11]1[C:15]([CH3:16])=[C:14]([C:17](O)=[O:18])[C:13](=[O:20])[N:12]1[C:21]1[CH:26]=[CH:25][CH:24]=[CH:23][CH:22]=1.CCN=C=NCCCN(C)C.C1C=NC2N(O)N=NC=2C=1, predict the reaction product. The product is: [F:9][C:3]1[CH:4]=[C:5]([OH:8])[CH:6]=[CH:7][C:2]=1[NH:1][C:17]([C:14]1[C:13](=[O:20])[N:12]([C:21]2[CH:22]=[CH:23][CH:24]=[CH:25][CH:26]=2)[N:11]([CH3:10])[C:15]=1[CH3:16])=[O:18]. (7) Given the reactants N[C:2]1[N:7]=[C:6]([C:8]2[CH:13]=[CH:12][CH:11]=[CH:10][CH:9]=2)[CH:5]=[C:4]([C:14]2[CH:19]=[CH:18][CH:17]=[CH:16][CH:15]=2)[N:3]=1.[Br:20]Br.N([O-])=O.[Na+], predict the reaction product. The product is: [Br:20][C:2]1[N:7]=[C:6]([C:8]2[CH:13]=[CH:12][CH:11]=[CH:10][CH:9]=2)[CH:5]=[C:4]([C:14]2[CH:19]=[CH:18][CH:17]=[CH:16][CH:15]=2)[N:3]=1. (8) Given the reactants [N:1]1[C:10]2[CH:9]=[CH:8][CH:7]=[C:6](B(O)O)[C:5]=2[CH:4]=[CH:3][CH:2]=1.[C:14]([O-:17])(O)=O.[Na+].CO[CH2:21][CH2:22][O:23][CH3:24].O, predict the reaction product. The product is: [N:1]1[C:10]2[C:5](=[C:6]([C:7]3[CH:6]=[CH:21][C:22]4[O:23][C:24]5([O:17][CH2:14][C:9]=4[CH:8]=3)[CH2:5][CH2:10][NH:1][CH2:2][CH2:3]5)[CH:7]=[CH:8][CH:9]=2)[CH:4]=[CH:3][CH:2]=1. (9) The product is: [CH2:12]([O:19][C:20]1[CH:21]=[CH:22][C:23]([N:26]2[CH2:27][CH2:28][N:29]([C:32](=[O:35])[CH2:33][NH:34][C:8](=[O:10])[C:6]3[CH:5]=[CH:4][N:3]=[C:2]([Br:1])[CH:7]=3)[CH2:30][CH2:31]2)=[CH:24][CH:25]=1)[C:13]1[CH:14]=[CH:15][CH:16]=[CH:17][CH:18]=1. Given the reactants [Br:1][C:2]1[CH:7]=[C:6]([C:8]([OH:10])=O)[CH:5]=[CH:4][N:3]=1.[Cl-].[CH2:12]([O:19][C:20]1[CH:25]=[CH:24][C:23]([N:26]2[CH2:31][CH2:30][N:29]([C:32](=[O:35])[CH2:33][NH3+:34])[CH2:28][CH2:27]2)=[CH:22][CH:21]=1)[C:13]1[CH:18]=[CH:17][CH:16]=[CH:15][CH:14]=1.C1CN([P+](ON2N=NC3C=CC=CC2=3)(N2CCCC2)N2CCCC2)CC1.F[P-](F)(F)(F)(F)F.C(N(C(C)C)C(C)C)C, predict the reaction product.